Task: Predict the reaction yield, written as a fraction of the theoretical maximum amount of product (1.0 means a 100% yield; for example, 0.34 means a 34% yield).. Dataset: Reaction yield outcomes from USPTO patents with 853,638 reactions The reactants are [CH2:1]([C@H:8]([NH:17][C:18](=[O:37])[C@@H:19]([N:24]1[CH2:28][CH2:27][N:26]([CH2:29][C:30]2[CH:31]=[N:32][CH:33]=[CH:34][CH:35]=2)[C:25]1=[O:36])[C@@H:20]([CH3:23])[CH2:21][CH3:22])[C@H:9]([OH:16])[CH2:10][NH:11][CH2:12][CH:13]([CH3:15])[CH3:14])[C:2]1[CH:7]=[CH:6][CH:5]=[CH:4][CH:3]=1.[C:38]([C:40]1[CH:45]=[CH:44][C:43]([S:46](Cl)(=[O:48])=[O:47])=[CH:42][CH:41]=1)#[N:39].C(N(CC)CC)C. The catalyst is ClCCl. The product is [CH2:1]([C@H:8]([NH:17][C:18](=[O:37])[C@@H:19]([N:24]1[CH2:28][CH2:27][N:26]([CH2:29][C:30]2[CH:31]=[N:32][CH:33]=[CH:34][CH:35]=2)[C:25]1=[O:36])[C@@H:20]([CH3:23])[CH2:21][CH3:22])[C@H:9]([OH:16])[CH2:10][N:11]([S:46]([C:43]1[CH:42]=[CH:41][C:40]([C:38]#[N:39])=[CH:45][CH:44]=1)(=[O:48])=[O:47])[CH2:12][CH:13]([CH3:14])[CH3:15])[C:2]1[CH:3]=[CH:4][CH:5]=[CH:6][CH:7]=1. The yield is 0.740.